Dataset: Experimentally validated miRNA-target interactions with 360,000+ pairs, plus equal number of negative samples. Task: Binary Classification. Given a miRNA mature sequence and a target amino acid sequence, predict their likelihood of interaction. (1) The miRNA is hsa-miR-376b-5p with sequence CGUGGAUAUUCCUUCUAUGUUU. The protein sequence of the target gene is MEAEETMECLQEFPEHHKMILDRLNEQREQDRFTDITLIVDGHHFKAHKAVLAACSKFFYKFFQEFTQEPLVEIEGVSKMAFRHLIEFTYTAKLMIQGEEEANDVWKAAEFLQMLEAIKALEVRNKENSAPLEENTTGKNEAKKRKIAETSNVITESLPSAESEPVEIEVEIAEGTIEVEDEGIETLEEVASAKQSVKYIQSTGSSDDSALALLADITSKYRQGDRKGQIKEDGCPSDPTSKQVEGIEIVELQLSHVKDLFHCEKCNRSFKLFYHFKEHMKSHSTESFKCEICNKRYLRE.... Result: 1 (interaction). (2) The miRNA is hsa-miR-4804-3p with sequence UGCUUAACCUUGCCCUCGAAA. The protein sequence of the target gene is MQWNVPRTVSRLARRTCLEPHNAGLFGHCQNVKGPLLLYNAESKVVLVQGPQKQWLHLSAAQCVAKERRPLDAHPPQPGVLRHKQGKQHVSFRRVFSSSATAQGTPEKKEEPDPLQDKSISLYQRFKKTFRQYGKVLIPVHLITSGVWFGTFYYAALKGVNVVPFLELIGLPDSVVSILKNSQSGNALTAYALFKIATPARYTVTLGGTSVTVKYLRSHGYMSTPPPVKEYLQDRMEETKELITEKMEETKDRLTEKLQETKEKVSFKKKVE. Result: 0 (no interaction). (3) The miRNA is mmu-miR-466o-3p with sequence UACAUACAUGCACACAUAAGAC. The protein sequence of the target gene is MAELPHRIIKETQRLLAEPVPGIKAEPDESNARYFHVVIAGESKDSPFEGGTFKRELLLAEEYPMAAPKVRFMTKIYHPNVDKLERISLDILKDKWSPALQIRTVLLSIQALLNAPNPDDPLANDVVEQWKTNEAQAIETARAWTRLYAMNSI. Result: 0 (no interaction). (4) The miRNA is mmu-miR-106b-5p with sequence UAAAGUGCUGACAGUGCAGAU. The protein sequence of the target gene is MPRHHAGGEEGGAAGLWVKSGAAAAAAGGGRLGSGMKDVESGRGRVLLNSAAARGDGLLLLGTRAATLGGGGGGLRESRRGKQGARMSLLGKPLSYTSSQSCRRNVKYRRVQNYLYNVLERPRGWAFIYHAFVFLLVFGCLILSVFSTIPEHTKLASSCLLILEFVMIVVFGLEFIIRIWSAGCCCRYRGWQGRLRFARKPFCVIDTIVLIASIAVVSAKTQGNIFATSALRSLRFLQILRMVRMDRRGGTWKLLGSVVYAHSKELITAWYIGFLVLIFSSFLVYLVEKDANKEFSTYAD.... Result: 0 (no interaction). (5) The miRNA is mmu-miR-6927-3p with sequence CCUGAGCUGGCUCCCCUGCAG. The protein sequence of the target gene is MWRAGRAAVACEVCQSLVKHSSGIQRNVPLQKLHLVSRSIYRSHHPALKLQRPQLRTPFQQFSSLTHLSLHKLKLSPIKYGYQPRRNFWPARLAARLLKLRYIILGSAVGGGYTAKKTFDEWKDMIPDLSDYKWIVPDFIWEIDEYIDLEKIRKALPSSEDLASLAPDLDKITESLSLLKDFFTAGSPGETAFRATDHGSESDKHYRKVSDKEKIDQLQEELLHTQLKYQRILERLEKENKELRKLVLQKDDKGIHHRKLKKSLIDMYSEVLDVLSDYDASYNTQDHLPRVVVVGDQSAG.... Result: 0 (no interaction). (6) The miRNA is hsa-miR-621 with sequence GGCUAGCAACAGCGCUUACCU. The protein sequence of the target gene is MLGAVKMEGHEPSDWSSYYAEPEGYSSVSNMNAGLGMNGMNTYMSMSAAAMGSGSGNMSAGSMNMSSYVGAGMSPSLAGMSPGAGAMAGMGGSAGAAGVAGMGPHLSPSLSPLGGQAAGAMGGLAPYANMNSMSPMYGQAGLSRARDPKTYRRSYTHAKPPYSYISLITMAIQQSPNKMLTLSEIYQWIMDLFPFYRQNQQRWQNSIRHSLSFNDCFLKVPRSPDKPGKGSFWTLHPDSGNMFENGCYLRRQKRFKCEKQLALKEAAGAAGSGKKAAAGAQASQAQLGEAAGPASETPAG.... Result: 0 (no interaction).